Dataset: Reaction yield outcomes from USPTO patents with 853,638 reactions. Task: Predict the reaction yield, written as a fraction of the theoretical maximum amount of product (1.0 means a 100% yield; for example, 0.34 means a 34% yield). The reactants are [N+:1]([C:4]1[CH:13]=[C:12]2[C:7]([CH2:8][CH2:9][N:10]([C:14](=[O:19])[C:15]([F:18])([F:17])[F:16])[CH2:11]2)=[CH:6][CH:5]=1)([O-])=O. The catalyst is CCOC(C)=O.[Pd]. The product is [F:18][C:15]([F:16])([F:17])[C:14]([N:10]1[CH2:9][CH2:8][C:7]2[C:12](=[CH:13][C:4]([NH2:1])=[CH:5][CH:6]=2)[CH2:11]1)=[O:19]. The yield is 0.840.